Dataset: Retrosynthesis with 50K atom-mapped reactions and 10 reaction types from USPTO. Task: Predict the reactants needed to synthesize the given product. Given the product O=S(=O)(NCCCCl)c1ccc(Nc2ncnc3cc(Cl)ccc23)cc1, predict the reactants needed to synthesize it. The reactants are: NCCCCl.O=S(=O)(Cl)c1ccc(Nc2ncnc3cc(Cl)ccc23)cc1.